This data is from Forward reaction prediction with 1.9M reactions from USPTO patents (1976-2016). The task is: Predict the product of the given reaction. (1) Given the reactants [F:1][CH:2]([F:36])[C:3]1[N:7]([C:8]2[CH:13]=[C:12]([N:14]3[CH2:19][CH2:18][O:17][CH2:16][CH2:15]3)[N:11]=[C:10]([NH:20][CH2:21][C@H:22]3[CH2:27][CH2:26][C@H:25]([C:28]([O:30]C)=[O:29])[CH2:24][CH2:23]3)[N:9]=2)[C:6]2[CH:32]=[CH:33][CH:34]=[CH:35][C:5]=2[N:4]=1.[OH-].[Na+].Cl, predict the reaction product. The product is: [F:36][CH:2]([F:1])[C:3]1[N:7]([C:8]2[CH:13]=[C:12]([N:14]3[CH2:19][CH2:18][O:17][CH2:16][CH2:15]3)[N:11]=[C:10]([NH:20][CH2:21][C@H:22]3[CH2:27][CH2:26][C@H:25]([C:28]([OH:30])=[O:29])[CH2:24][CH2:23]3)[N:9]=2)[C:6]2[CH:32]=[CH:33][CH:34]=[CH:35][C:5]=2[N:4]=1. (2) Given the reactants [O:1]1[CH:5]=[CH:4][CH:3]=[C:2]1B(O)O.[N:9]1([CH2:14][C:15]2[CH:16]=[CH:17][C:18](Br)=[N:19][CH:20]=2)[CH:13]=[CH:12][N:11]=[CH:10]1, predict the reaction product. The product is: [O:1]1[CH:5]=[CH:4][CH:3]=[C:2]1[C:18]1[CH:17]=[CH:16][C:15]([CH2:14][N:9]2[CH:13]=[CH:12][N:11]=[CH:10]2)=[CH:20][N:19]=1. (3) The product is: [Br:10][C:7]1[CH:8]=[CH:9][C:4]([CH2:3][OH:2])=[CH:5][C:6]=1[O:11][CH2:12][CH2:13][O:14][Si:15]([CH:19]([CH3:21])[CH3:20])([CH:16]([CH3:18])[CH3:17])[CH:22]([CH3:23])[CH3:24]. Given the reactants C[O:2][C:3](=O)[C:4]1[CH:9]=[CH:8][C:7]([Br:10])=[C:6]([O:11][CH2:12][CH2:13][O:14][Si:15]([CH:22]([CH3:24])[CH3:23])([CH:19]([CH3:21])[CH3:20])[CH:16]([CH3:18])[CH3:17])[CH:5]=1.[Li+].[BH4-].[NH4+].[Cl-], predict the reaction product. (4) Given the reactants [O:1]=[S:2]1(=[O:50])[CH2:7][CH2:6][N:5]([CH2:8][CH2:9][NH:10][C@:11]23[CH2:46][CH2:45][C@@H:44](C(O)=O)[C@@H:12]2[C@@H:13]2[C@@:26]([CH3:29])([CH2:27][CH2:28]3)[C@@:25]3([CH3:30])[C@@H:16]([C@:17]4([CH3:43])[C@@H:22]([CH2:23][CH2:24]3)[C:21]([CH3:32])([CH3:31])[C:20]([C:33]3[CH:38]=[CH:37][C:36]([C:39]([O:41][CH3:42])=[O:40])=[CH:35][CH:34]=3)=[CH:19][CH2:18]4)[CH2:15][CH2:14]2)[CH2:4][CH2:3]1.C([N:53]([CH2:56]C)CC)C.C1(P(N=[N+]=[N-])(C2C=CC=CC=2)=O)C=CC=CC=1.[CH3:75][O-:76].[Na+].C[OH:79], predict the reaction product. The product is: [O:50]=[S:2]1(=[O:1])[CH2:3][CH2:4][N:5]([CH2:8][CH2:9][NH:10][C@:11]23[CH2:46][CH2:45][C@@H:44]([NH:53][C:56]([O:76][CH3:75])=[O:79])[C@@H:12]2[C@@H:13]2[C@@:26]([CH3:29])([CH2:27][CH2:28]3)[C@@:25]3([CH3:30])[C@@H:16]([C@:17]4([CH3:43])[C@@H:22]([CH2:23][CH2:24]3)[C:21]([CH3:31])([CH3:32])[C:20]([C:33]3[CH:34]=[CH:35][C:36]([C:39]([O:41][CH3:42])=[O:40])=[CH:37][CH:38]=3)=[CH:19][CH2:18]4)[CH2:15][CH2:14]2)[CH2:6][CH2:7]1. (5) Given the reactants O[N:2]=[C:3]([C:13]1[S:14][CH:15]=[CH:16][CH:17]=1)[CH:4]([CH3:12])[C:5](=[O:11])[C:6]([O:8][CH2:9][CH3:10])=[O:7].S(=O)(=O)(O)O.C(=O)(O)[O-].[Na+], predict the reaction product. The product is: [CH3:12][C:4]1[C:3]([C:13]2[S:14][CH:15]=[CH:16][CH:17]=2)=[N:2][O:11][C:5]=1[C:6]([O:8][CH2:9][CH3:10])=[O:7]. (6) The product is: [CH:2]([C:3]1[CH:4]=[C:5]([CH:10]=[C:11]([C:13](=[O:23])[N:14]([CH3:22])[CH2:15][C:16]2[O:17][CH:18]=[C:19]([CH3:21])[N:20]=2)[CH:12]=1)[C:6]([O:8][CH3:9])=[O:7])=[O:1]. Given the reactants [OH:1][CH2:2][C:3]1[CH:4]=[C:5]([CH:10]=[C:11]([C:13](=[O:23])[N:14]([CH3:22])[CH2:15][C:16]2[O:17][CH:18]=[C:19]([CH3:21])[N:20]=2)[CH:12]=1)[C:6]([O:8][CH3:9])=[O:7].CC(OI1(OC(C)=O)(OC(C)=O)OC(=O)C2C=CC=CC1=2)=O.[O-]S([O-])(=S)=O.[Na+].[Na+].C([O-])(O)=O.[Na+], predict the reaction product. (7) Given the reactants [F:1][C:2]1[CH:7]=[CH:6][C:5]([NH:8][C:9]([C:11]2([C:14]([OH:16])=O)[CH2:13][CH2:12]2)=[O:10])=[CH:4][CH:3]=1.F[P-](F)(F)(F)(F)F.N1(O[P+](N(C)C)(N(C)C)N(C)C)C2C=CC=CC=2N=N1.Cl.[NH2:45][C:46]1[CH:51]=[CH:50][C:49]([OH:52])=[CH:48][C:47]=1[F:53], predict the reaction product. The product is: [F:1][C:2]1[CH:3]=[CH:4][C:5]([NH:8][C:9]([C:11]2([C:14]([NH:45][C:46]3[CH:51]=[CH:50][C:49]([OH:52])=[CH:48][C:47]=3[F:53])=[O:16])[CH2:12][CH2:13]2)=[O:10])=[CH:6][CH:7]=1. (8) Given the reactants [Br-].[C:2]1([PH+](C2C=CC=CC=2)C2C=CC=CC=2)C=CC=CC=1.C([Li])CCC.[CH3:26][N:27]1[C:32]2[CH:33]=[C:34]([C:37](=O)[CH2:38][N:39]3[CH2:44][CH2:43][N:42]([C:45]4[CH:54]=[CH:53][CH:52]=[C:51]5[C:46]=4[CH:47]=[CH:48][C:49]([CH3:55])=[N:50]5)[CH2:41][CH2:40]3)[CH:35]=[CH:36][C:31]=2[O:30][C:29](=[O:57])[CH2:28]1, predict the reaction product. The product is: [CH3:26][N:27]1[C:32]2[CH:33]=[C:34]([C:37]([CH2:38][N:39]3[CH2:44][CH2:43][N:42]([C:45]4[CH:54]=[CH:53][CH:52]=[C:51]5[C:46]=4[CH:47]=[CH:48][C:49]([CH3:55])=[N:50]5)[CH2:41][CH2:40]3)=[CH2:2])[CH:35]=[CH:36][C:31]=2[O:30][C:29](=[O:57])[CH2:28]1. (9) Given the reactants [F:1][C:2]1[CH:7]=[CH:6][C:5]([S:8]([C:11]2[CH:16]=[CH:15][C:14](/[CH:17]=[CH:18]/[C:19]3[CH:24]=[CH:23][C:22]([F:25])=[CH:21][CH:20]=3)=[CH:13][N:12]=2)(=[O:10])=[O:9])=[CH:4][CH:3]=1.C(O)(=O)C.[H][H], predict the reaction product. The product is: [F:25][C:22]1[CH:21]=[CH:20][C:19]([CH2:18][CH2:17][C:14]2[CH:15]=[CH:16][C:11]([S:8]([C:5]3[CH:4]=[CH:3][C:2]([F:1])=[CH:7][CH:6]=3)(=[O:10])=[O:9])=[N:12][CH:13]=2)=[CH:24][CH:23]=1.